This data is from Forward reaction prediction with 1.9M reactions from USPTO patents (1976-2016). The task is: Predict the product of the given reaction. Given the reactants [Br:1][C:2]1[CH:3]=[CH:4][C:5]([CH2:9][OH:10])=[N:6][C:7]=1Cl.C([N:13]([CH2:16][CH3:17])[CH2:14]C)C.N1CCC1, predict the reaction product. The product is: [N:13]1([C:7]2[N:6]=[C:5]([CH2:9][OH:10])[CH:4]=[CH:3][C:2]=2[Br:1])[CH2:14][CH2:17][CH2:16]1.